Predict which catalyst facilitates the given reaction. From a dataset of Catalyst prediction with 721,799 reactions and 888 catalyst types from USPTO. (1) Reactant: Cl.[Br:2][C:3]1[CH:12]=[C:11]2[C:6]([C:7]([CH3:21])([CH3:20])[C:8](=[O:19])[C:9](C(OCC)=O)=[C:10]2[OH:13])=[CH:5][CH:4]=1. Product: [Br:2][C:3]1[CH:12]=[C:11]2[C:6](=[CH:5][CH:4]=1)[C:7]([CH3:21])([CH3:20])[C:8](=[O:19])[CH:9]=[C:10]2[OH:13]. The catalyst class is: 67. (2) Reactant: [C:1]([C:4]1[CH:9]=[CH:8][CH:7]=[CH:6][CH:5]=1)(=[O:3])[CH3:2].C(O[CH:13](OCC)[N:14]([CH3:16])[CH3:15])C. Product: [CH3:13][N:14]([CH3:16])/[CH:15]=[CH:2]/[C:1]([C:4]1[CH:9]=[CH:8][CH:7]=[CH:6][CH:5]=1)=[O:3]. The catalyst class is: 3. (3) Reactant: [Br:1][C:2]1[C:3]([CH3:16])=[C:4]([NH:8][C:9]([C:11]2[NH:12][CH:13]=[CH:14][N:15]=2)=[O:10])[CH:5]=[CH:6][CH:7]=1.C(=O)([O-])[O-].[K+].[K+].Br[CH2:24][CH:25]([O:29][CH2:30][CH3:31])[O:26][CH2:27][CH3:28]. Product: [Br:1][C:2]1[C:3]([CH3:16])=[C:4]([NH:8][C:9]([C:11]2[N:15]([CH2:24][CH:25]([O:29][CH2:30][CH3:31])[O:26][CH2:27][CH3:28])[CH:14]=[CH:13][N:12]=2)=[O:10])[CH:5]=[CH:6][CH:7]=1. The catalyst class is: 18.